This data is from Reaction yield outcomes from USPTO patents with 853,638 reactions. The task is: Predict the reaction yield, written as a fraction of the theoretical maximum amount of product (1.0 means a 100% yield; for example, 0.34 means a 34% yield). (1) The reactants are [CH3:1][O:2][C:3](=[O:32])[CH:4]=[CH:5][C:6]1[CH:11]=[CH:10][CH:9]=[CH:8][C:7]=1[O:12][C:13]1[CH:18]=[CH:17][C:16]([CH2:19][CH:20]([NH:24][C:25]([O:27][C:28]([CH3:31])([CH3:30])[CH3:29])=[O:26])[C:21]([OH:23])=[O:22])=[CH:15][CH:14]=1.[H][H]. The catalyst is [Ni].CO. The product is [C:28]([O:27][C:25]([NH:24][CH:20]([CH2:19][C:16]1[CH:17]=[CH:18][C:13]([O:12][C:7]2[CH:8]=[CH:9][CH:10]=[CH:11][C:6]=2[CH2:5][CH2:4][C:3]([O:2][CH3:1])=[O:32])=[CH:14][CH:15]=1)[C:21]([OH:23])=[O:22])=[O:26])([CH3:30])([CH3:31])[CH3:29]. The yield is 0.980. (2) The reactants are Cl[CH2:2][C:3]1[N:4]=[C:5]([C:9]2[CH:14]=[CH:13][CH:12]=[CH:11][CH:10]=2)[O:6][C:7]=1[CH3:8].[CH3:15][C:16]1[CH:21]=[CH:20][C:19]([OH:22])=[CH:18][C:17]=1[N+:23]([O-:25])=[O:24].C([O-])([O-])=O.[K+].[K+]. The catalyst is CN(C=O)C. The product is [CH3:8][C:7]1[O:6][C:5]([C:9]2[CH:14]=[CH:13][CH:12]=[CH:11][CH:10]=2)=[N:4][C:3]=1[CH2:2][O:22][C:19]1[CH:20]=[CH:21][C:16]([CH3:15])=[C:17]([N+:23]([O-:25])=[O:24])[CH:18]=1. The yield is 0.610. (3) The product is [F:19][C:20]1[CH:28]=[C:27]2[C:23]([C:24]([C:2]3[CH:7]=[N:6][C:5]([S:8](=[O:10])(=[O:9])[NH:11][CH2:12][CH2:13][NH:14][S:15]([CH3:18])(=[O:17])=[O:16])=[CH:4][CH:3]=3)=[CH:25][N:26]2[C:29]([O:31][C:32]([CH3:35])([CH3:34])[CH3:33])=[O:30])=[CH:22][CH:21]=1. The yield is 0.560. No catalyst specified. The reactants are Br[C:2]1[CH:3]=[CH:4][C:5]([S:8]([NH:11][CH2:12][CH2:13][NH:14][S:15]([CH3:18])(=[O:17])=[O:16])(=[O:10])=[O:9])=[N:6][CH:7]=1.[F:19][C:20]1[CH:28]=[C:27]2[C:23]([C:24](B3OC(C)(C)C(C)(C)O3)=[CH:25][N:26]2[C:29]([O:31][C:32]([CH3:35])([CH3:34])[CH3:33])=[O:30])=[CH:22][CH:21]=1. (4) The product is [CH:32]1([NH:31][C:35]([NH:1][C:2]2[N:3]=[C:4]3[CH:9]=[CH:8][C:7]([O:10][C:11]4[CH:12]=[C:13]([NH:17][C:18]([C:20]5[CH:25]=[CH:24][CH:23]=[C:22]([CH3:26])[N:21]=5)=[O:19])[CH:14]=[CH:15][CH:16]=4)=[CH:6][N:5]3[CH:27]=2)=[O:40])[CH2:33][CH2:34]1. The yield is 0.140. The reactants are [NH2:1][C:2]1[N:3]=[C:4]2[CH:9]=[CH:8][C:7]([O:10][C:11]3[CH:12]=[C:13]([NH:17][C:18]([C:20]4[CH:25]=[CH:24][CH:23]=[C:22]([CH3:26])[N:21]=4)=[O:19])[CH:14]=[CH:15][CH:16]=3)=[CH:6][N:5]2[CH:27]=1.C([N:31]([CH2:35]C)[CH:32]([CH3:34])[CH3:33])(C)C.ClC(Cl)(Cl)C[O:40]C(Cl)=O.C1(N)CC1. The catalyst is O1CCCC1.CN(C)C=O. (5) The catalyst is C(OCCCC)CCC. The reactants are [Cl:1][C:2]1[C:11]2[NH:10][CH2:9][CH2:8][O:7][C:6]=2[CH:5]=[CH:4][N:3]=1.[H-].[Na+].[Br:14][C:15]1[CH:16]=[C:17]([CH:21]=[C:22]([Br:26])[C:23]=1[O:24][CH3:25])[C:18](Cl)=[O:19]. The yield is 0.500. The product is [Cl:1][C:2]1[C:11]2[N:10]([C:18]([C:17]3[CH:21]=[C:22]([Br:26])[C:23]([O:24][CH3:25])=[C:15]([Br:14])[CH:16]=3)=[O:19])[CH2:9][CH2:8][O:7][C:6]=2[CH:5]=[CH:4][N:3]=1. (6) The reactants are [N:1]1[S:2][N:3]=[C:4]2[CH:9]=[C:8]([C:10]3[CH:11]=[C:12]([CH:22]([CH2:28][CH:29]([CH3:31])[CH3:30])[C:23]([O:25]CC)=[O:24])[CH:13]=[C:14]([Cl:21])[C:15]=3[O:16][CH2:17][CH:18]3[CH2:20][CH2:19]3)[CH:7]=[CH:6][C:5]=12.CO.O.O[Li].O. The catalyst is C1COCC1. The product is [N:1]1[S:2][N:3]=[C:4]2[CH:9]=[C:8]([C:10]3[CH:11]=[C:12]([CH:22]([CH2:28][CH:29]([CH3:31])[CH3:30])[C:23]([OH:25])=[O:24])[CH:13]=[C:14]([Cl:21])[C:15]=3[O:16][CH2:17][CH:18]3[CH2:20][CH2:19]3)[CH:7]=[CH:6][C:5]=12. The yield is 0.500. (7) The reactants are [NH:1]1[CH2:7][C:5](=[O:6])[NH:4][C:2]1=[O:3].[Cl:8][C:9]1[CH:10]=[C:11]([CH:14]=[CH:15][C:16]=1[NH:17][C:18]1[C:23]([CH3:24])=[C:22]([NH:25][CH:26]2[CH2:28][CH2:27]2)[N:21]2[N:29]=[CH:30][C:31]([CH:32]=O)=[C:20]2[N:19]=1)[C:12]#[N:13].N1CCCCC1. The catalyst is C(O)C.O. The product is [Cl:8][C:9]1[CH:10]=[C:11]([CH:14]=[CH:15][C:16]=1[NH:17][C:18]1[C:23]([CH3:24])=[C:22]([NH:25][CH:26]2[CH2:27][CH2:28]2)[N:21]2[N:29]=[CH:30][C:31]([CH:32]=[C:7]3[C:5](=[O:6])[NH:4][C:2](=[O:3])[NH:1]3)=[C:20]2[N:19]=1)[C:12]#[N:13]. The yield is 0.580. (8) The yield is 0.810. The product is [CH3:1][C:2]1[C:22]2[C:17](=[CH:18][CH:19]=[CH:20][CH:21]=2)[C:4]2([CH2:9][CH2:8][N:7]([C:10]([O:12][C:13]([CH3:14])([CH3:15])[CH3:16])=[O:11])[CH2:6][CH2:5]2)[CH:3]=1. The catalyst is C(Cl)Cl. The reactants are [CH3:1][C:2]1(O)[C:22]2[C:17](=[CH:18][CH:19]=[CH:20][CH:21]=2)[C:4]2([CH2:9][CH2:8][N:7]([C:10]([O:12][C:13]([CH3:16])([CH3:15])[CH3:14])=[O:11])[CH2:6][CH2:5]2)[CH2:3]1.O.C1(C)C(S(O)(=O)=O)=CC=CC=1.[Cl-].[NH4+]. (9) The reactants are COC1C2[N:9]=[C:10]([NH2:12])[S:11][C:7]=2[C:6]([NH:13][CH3:14])=[CH:5][CH:4]=1.N1C=CC=C[CH:16]=1.[C:21](Cl)(=[O:23])[CH3:22].[O:25]1CC[CH2:27][CH2:26]1. The catalyst is ClCCl. The product is [NH2:12][C:10]1[S:11][C:7]2[C:6]([N:13]([CH3:14])[C:26](=[O:25])[CH3:27])=[CH:5][CH:4]=[C:21]([O:23][CH3:16])[C:22]=2[N:9]=1. The yield is 0.420.